Task: Predict the reactants needed to synthesize the given product.. Dataset: Full USPTO retrosynthesis dataset with 1.9M reactions from patents (1976-2016) (1) Given the product [OH:16][N:15]=[C:10]1[CH2:11][CH2:12][CH:7]([C:1]2[CH:6]=[CH:5][CH:4]=[CH:3][CH:2]=2)[CH2:8][CH2:9]1, predict the reactants needed to synthesize it. The reactants are: [C:1]1([CH:7]2[CH2:12][CH2:11][C:10](=O)[CH2:9][CH2:8]2)[CH:6]=[CH:5][CH:4]=[CH:3][CH:2]=1.Cl.[NH2:15][OH:16].C([O-])(=O)C.[Na+]. (2) Given the product [CH:31]1([NH:34][C:15](=[O:17])[CH2:14][N:12]2[CH:13]=[C:9]([NH:8][C:5]3[N:4]=[C:3]([NH:20][CH2:21][C:22]4[C:27]([F:28])=[CH:26][C:25]([F:29])=[CH:24][C:23]=4[F:30])[C:2]([F:1])=[CH:7][N:6]=3)[CH:10]=[N:11]2)[CH2:33][CH2:32]1, predict the reactants needed to synthesize it. The reactants are: [F:1][C:2]1[C:3]([NH:20][CH2:21][C:22]2[C:27]([F:28])=[CH:26][C:25]([F:29])=[CH:24][C:23]=2[F:30])=[N:4][C:5]([NH:8][C:9]2[CH:10]=[N:11][N:12]([CH2:14][C:15]([O:17]CC)=O)[CH:13]=2)=[N:6][CH:7]=1.[CH:31]1([NH2:34])[CH2:33][CH2:32]1. (3) Given the product [CH3:1][O:2][C:3]([C:5]1[N:6]([CH2:23][C:24]2[CH:29]=[CH:28][C:27]([F:30])=[C:26]([C:31]([F:34])([F:32])[F:33])[CH:25]=2)[C:7]2[C:12]([CH:13]=1)=[C:11]([F:14])[C:10]([OH:15])=[CH:9][CH:8]=2)=[O:4], predict the reactants needed to synthesize it. The reactants are: [CH3:1][O:2][C:3]([C:5]1[N:6]([CH2:23][C:24]2[CH:29]=[CH:28][C:27]([F:30])=[C:26]([C:31]([F:34])([F:33])[F:32])[CH:25]=2)[C:7]2[C:12]([CH:13]=1)=[C:11]([F:14])[C:10]([O:15]CC1C=CC=CC=1)=[CH:9][CH:8]=2)=[O:4]. (4) Given the product [C:45]([C:42]1[CH:41]=[CH:40][C:39]([C:38]([N:19]2[CH2:20][C@H:21]([NH:24][C:25](=[O:37])[C@@H:26]([N:28]([C:30]([O:32][C:33]([CH3:36])([CH3:34])[CH3:35])=[O:31])[CH3:29])[CH3:27])[C:22](=[O:23])[N:16]([CH2:15][C:11]3[C:10]([O:53][CH3:54])=[CH:9][CH:8]=[C:7]4[C:12]=3[CH:13]=[CH:14][C:5]([C:3]([OH:4])=[O:2])=[CH:6]4)[C:17]3[CH:52]=[CH:51][CH:50]=[CH:49][C:18]2=3)=[O:48])=[CH:44][CH:43]=1)(=[O:47])[CH3:46], predict the reactants needed to synthesize it. The reactants are: C[O:2][C:3]([C:5]1[CH:14]=[CH:13][C:12]2[C:7](=[CH:8][CH:9]=[C:10]([O:53][CH3:54])[C:11]=2[CH2:15][N:16]2[C:22](=[O:23])[C@@H:21]([NH:24][C:25](=[O:37])[C@@H:26]([N:28]([C:30]([O:32][C:33]([CH3:36])([CH3:35])[CH3:34])=[O:31])[CH3:29])[CH3:27])[CH2:20][N:19]([C:38](=[O:48])[C:39]3[CH:44]=[CH:43][C:42]([C:45](=[O:47])[CH3:46])=[CH:41][CH:40]=3)[C:18]3[CH:49]=[CH:50][CH:51]=[CH:52][C:17]2=3)[CH:6]=1)=[O:4].[Li+].[OH-].C(O)(=O)CC(CC(O)=O)(C(O)=O)O. (5) The reactants are: [CH:1]([O:4][CH2:5][CH:6]1[C:27]2[C:22](=[CH:23][CH:24]=[CH:25][CH:26]=2)[O:21][C:8]2([CH2:13][CH2:12][N:11](C(OC(C)(C)C)=O)[CH2:10][CH2:9]2)[CH2:7]1)([CH3:3])[CH3:2].[Cl:28]CCl.Cl. Given the product [ClH:28].[CH:1]([O:4][CH2:5][CH:6]1[C:27]2[C:22](=[CH:23][CH:24]=[CH:25][CH:26]=2)[O:21][C:8]2([CH2:13][CH2:12][NH:11][CH2:10][CH2:9]2)[CH2:7]1)([CH3:3])[CH3:2], predict the reactants needed to synthesize it. (6) Given the product [C:15]([C:13]1[N:14]=[C:10]([N:7]2[CH2:8][CH2:9][C@H:5]([S:4][C:39]3[C@H:40]([CH3:63])[C@@H:41]4[C@@H:58]([C@H:59]([OH:61])[CH3:60])[C:57](=[O:62])[N:42]4[C:43]=3[C:44]([O:46][CH2:47][C:48]3[CH:49]=[CH:50][C:51]([N+:54]([O-:56])=[O:55])=[CH:52][CH:53]=3)=[O:45])[CH2:6]2)[S:11][CH:12]=1)(=[O:17])[NH2:16], predict the reactants needed to synthesize it. The reactants are: C([S:4][C@H:5]1[CH2:9][CH2:8][N:7]([C:10]2[S:11][CH:12]=[C:13]([C:15](=[O:17])[NH2:16])[N:14]=2)[CH2:6]1)(=O)C.C(O)(=O)C.NN.C1(P(O[C:39]2[C@H:40]([CH3:63])[C@H:41]3[C@@H:58]([C@H:59]([OH:61])[CH3:60])[C:57](=[O:62])[N:42]3[C:43]=2[C:44]([O:46][CH2:47][C:48]2[CH:53]=[CH:52][C:51]([N+:54]([O-:56])=[O:55])=[CH:50][CH:49]=2)=[O:45])(C2C=CC=CC=2)=O)C=CC=CC=1.C(N(C(C)C)CC)(C)C.C(=O)([O-])O.[Na+]. (7) Given the product [Br:1][C:2]1[CH:3]=[C:4]([F:10])[C:5]([O:8][CH3:9])=[C:6]([CH:12]([CH3:13])[CH3:11])[CH:7]=1, predict the reactants needed to synthesize it. The reactants are: [Br:1][C:2]1[CH:7]=[CH:6][C:5]([O:8][CH3:9])=[C:4]([F:10])[CH:3]=1.[CH3:11][CH:12](O)[CH3:13].OS(O)(=O)=O.